From a dataset of Reaction yield outcomes from USPTO patents with 853,638 reactions. Predict the reaction yield, written as a fraction of the theoretical maximum amount of product (1.0 means a 100% yield; for example, 0.34 means a 34% yield). (1) The reactants are [OH:1][C:2]1[C:3]([C:18](=[N:20][NH:21][C:22]([C:24]2[CH:33]=[CH:32][C:27]([C:28]([O:30]C)=[O:29])=[CH:26][CH:25]=2)=[O:23])[CH3:19])=[N:4][N:5]([CH3:17])[C:6]=1[C:7]1[CH:12]=[CH:11][C:10]([CH2:13][CH:14]([CH3:16])[CH3:15])=[CH:9][CH:8]=1.CO.[OH-].[Na+].Cl. The catalyst is O. The product is [OH:1][C:2]1[C:3]([C:18](=[N:20][NH:21][C:22]([C:24]2[CH:25]=[CH:26][C:27]([C:28]([OH:30])=[O:29])=[CH:32][CH:33]=2)=[O:23])[CH3:19])=[N:4][N:5]([CH3:17])[C:6]=1[C:7]1[CH:8]=[CH:9][C:10]([CH2:13][CH:14]([CH3:15])[CH3:16])=[CH:11][CH:12]=1. The yield is 0.460. (2) The reactants are [OH:1][CH2:2][CH2:3][CH2:4][O:5][C:6]1[CH:11]=[CH:10][C:9]([C:12]2[CH:17]=[CH:16][N:15]([CH2:18][CH2:19][C:20]([CH3:35])([S:31]([CH3:34])(=[O:33])=[O:32])[C:21]([NH:23][O:24]C3CCCCO3)=[O:22])[C:14](=[O:36])[CH:13]=2)=[CH:8][CH:7]=1.Cl. The catalyst is O1CCOCC1.CO. The product is [OH:24][NH:23][C:21](=[O:22])[C:20]([CH3:35])([S:31]([CH3:34])(=[O:33])=[O:32])[CH2:19][CH2:18][N:15]1[CH:16]=[CH:17][C:12]([C:9]2[CH:10]=[CH:11][C:6]([O:5][CH2:4][CH2:3][CH2:2][OH:1])=[CH:7][CH:8]=2)=[CH:13][C:14]1=[O:36]. The yield is 0.201. (3) The reactants are [C:1]([O:5][C:6](=[O:13])[NH:7][CH2:8][CH:9]([OH:12])CO)([CH3:4])([CH3:3])[CH3:2].I([O-])(=O)(=O)=O.[Na+]. The catalyst is O. The product is [C:1]([O:5][C:6](=[O:13])[NH:7][CH2:8][CH:9]=[O:12])([CH3:4])([CH3:2])[CH3:3]. The yield is 0.980.